Dataset: Full USPTO retrosynthesis dataset with 1.9M reactions from patents (1976-2016). Task: Predict the reactants needed to synthesize the given product. (1) Given the product [C:1]1([CH3:10])[CH:6]=[CH:5][C:4]([NH:7][C:8](=[S:9])[CH2:18][CH2:17][C:12]([CH3:19])([CH3:11])[CH:13]=[CH2:14])=[CH:3][CH:2]=1, predict the reactants needed to synthesize it. The reactants are: [C:1]1([CH3:10])[CH:6]=[CH:5][C:4]([N:7]=[C:8]=[S:9])=[CH:3][CH:2]=1.[CH3:11][C:12]([CH3:19])([CH:17]=[CH2:18])[CH2:13][CH2:14][Mg]Br.[Cl-].[NH4+]. (2) Given the product [CH:1]1([C:4]([C:6]2[CH:11]=[CH:10][C:9]([CH2:12][C:13]([O:15][CH2:16][CH3:17])=[O:14])=[CH:8][CH:7]=2)=[O:5])[CH2:2][CH2:3]1, predict the reactants needed to synthesize it. The reactants are: [CH:1]1([C:4]([C:6]2[CH:11]=[CH:10][C:9]([CH2:12][C:13]([OH:15])=[O:14])=[CH:8][CH:7]=2)=[O:5])[CH2:3][CH2:2]1.[CH2:16](O)[CH3:17]. (3) Given the product [CH3:24][C:25]1[CH:26]=[C:27]([NH:32][C:33]([N:18]2[CH2:19][CH2:20][C:21](=[O:22])[N:15]([CH2:14][CH2:13][CH2:12][N:10]3[CH2:9][CH2:8][C:5]4([CH2:6][CH2:7]4)[C@H:4]([OH:3])[CH2:11]3)[CH2:16][C@H:17]2[CH3:23])=[O:34])[CH:28]=[CH:29][C:30]=1[CH3:31], predict the reactants needed to synthesize it. The reactants are: Cl.Cl.[OH:3][C@@H:4]1[CH2:11][N:10]([CH2:12][CH2:13][CH2:14][N:15]2[C:21](=[O:22])[CH2:20][CH2:19][NH:18][C@H:17]([CH3:23])[CH2:16]2)[CH2:9][CH2:8][C:5]21[CH2:7][CH2:6]2.[CH3:24][C:25]1[CH:26]=[C:27]([N:32]=[C:33]=[O:34])[CH:28]=[CH:29][C:30]=1[CH3:31]. (4) Given the product [C:12]([O:15][C@H:16]1[CH2:20][CH2:19][C@H:18]([CH:21]=[O:22])[C@H:17]1[CH2:23][CH2:24][S:25][C:26]1[S:27][CH:28]=[C:29]([C:31]([O:33][CH2:34][CH3:35])=[O:32])[N:30]=1)(=[O:14])[CH3:13], predict the reactants needed to synthesize it. The reactants are: C(N(CC)CC)C.S(=O)(=O)=O.[C:12]([O:15][C@H:16]1[CH2:20][CH2:19][C@H:18]([CH2:21][OH:22])[C@H:17]1[CH2:23][CH2:24][S:25][C:26]1[S:27][CH:28]=[C:29]([C:31]([O:33][CH2:34][CH3:35])=[O:32])[N:30]=1)(=[O:14])[CH3:13].Cl. (5) Given the product [C:23]([O:22][C:21]([NH:20][C:17]([CH3:19])([CH3:18])[CH2:16][CH2:15][NH:14][C:2]1[CH:10]=[CH:9][C:5]([C:6]([OH:8])=[O:7])=[CH:4][C:3]=1[N+:11]([O-:13])=[O:12])=[O:27])([CH3:26])([CH3:25])[CH3:24], predict the reactants needed to synthesize it. The reactants are: F[C:2]1[CH:10]=[CH:9][C:5]([C:6]([OH:8])=[O:7])=[CH:4][C:3]=1[N+:11]([O-:13])=[O:12].[NH2:14][CH2:15][CH2:16][C:17]([NH:20][C:21](=[O:27])[O:22][C:23]([CH3:26])([CH3:25])[CH3:24])([CH3:19])[CH3:18].C(=O)([O-])[O-].[K+].[K+]. (6) Given the product [F:1][C:2]1[CH:23]=[CH:22][C:5]2[NH:6][C:7]([CH:9]([O:10][C:29]3[CH:30]=[N:31][CH:32]=[CH:33][CH:34]=3)[C:11]3[CH:16]=[CH:15][C:14]([O:17][C:18]([F:20])([F:19])[F:21])=[CH:13][CH:12]=3)=[N:8][C:4]=2[CH:3]=1, predict the reactants needed to synthesize it. The reactants are: [F:1][C:2]1[CH:23]=[CH:22][C:5]2[NH:6][C:7]([CH:9]([C:11]3[CH:16]=[CH:15][C:14]([O:17][C:18]([F:21])([F:20])[F:19])=[CH:13][CH:12]=3)[OH:10])=[N:8][C:4]=2[CH:3]=1.S(Cl)(Cl)=O.O[C:29]1[CH:30]=[N:31][CH:32]=[CH:33][CH:34]=1.[OH-].[K+].[OH-].[Na+].